The task is: Regression. Given two drug SMILES strings and cell line genomic features, predict the synergy score measuring deviation from expected non-interaction effect.. This data is from NCI-60 drug combinations with 297,098 pairs across 59 cell lines. (1) Drug 2: C1=NC2=C(N=C(N=C2N1C3C(C(C(O3)CO)O)O)F)N. Cell line: BT-549. Drug 1: COC1=C(C=C2C(=C1)N=CN=C2NC3=CC(=C(C=C3)F)Cl)OCCCN4CCOCC4. Synergy scores: CSS=17.6, Synergy_ZIP=-7.51, Synergy_Bliss=-5.89, Synergy_Loewe=-7.37, Synergy_HSA=-4.59. (2) Cell line: SNB-19. Drug 2: C1C(C(OC1N2C=C(C(=O)NC2=O)F)CO)O. Drug 1: C1=CC(=CC=C1CCC2=CNC3=C2C(=O)NC(=N3)N)C(=O)NC(CCC(=O)O)C(=O)O. Synergy scores: CSS=38.7, Synergy_ZIP=-6.97, Synergy_Bliss=-6.23, Synergy_Loewe=0.593, Synergy_HSA=2.33.